Dataset: Forward reaction prediction with 1.9M reactions from USPTO patents (1976-2016). Task: Predict the product of the given reaction. Given the reactants [Cl:1][C:2]1[CH:10]=[C:9]2[C:5](/[C:6](=[CH:12]\[C:13]([CH3:16])([CH3:15])[CH3:14])/[C:7](=[O:11])[NH:8]2)=[CH:4][CH:3]=1.[Cl:17][C:18]1[CH:19]=[C:20]([CH:24]=[N:25][C:26]([O:28][Si](C)(C)C)=[CH2:27])[CH:21]=[CH:22][CH:23]=1, predict the reaction product. The product is: [C:13]([CH:12]1[CH2:27][C:26](=[O:28])[NH:25][CH:24]([C:20]2[CH:21]=[CH:22][CH:23]=[C:18]([Cl:17])[CH:19]=2)[C:6]21[C:5]1[C:9](=[CH:10][C:2]([Cl:1])=[CH:3][CH:4]=1)[NH:8][C:7]2=[O:11])([CH3:16])([CH3:15])[CH3:14].